Predict the product of the given reaction. From a dataset of Forward reaction prediction with 1.9M reactions from USPTO patents (1976-2016). (1) Given the reactants C([O-])(=O)C.[Na+].Cl[C:7]1[C:8]([C:36]([F:39])([F:38])[F:37])=[N:9][CH:10]=[C:11](Cl)[C:12]=1[O:13][C:14]1[CH:19]=[CH:18][C:17]([CH2:20][CH2:21][NH:22][C:23]2[C:32]3[C:27](=[C:28]([F:34])[CH:29]=[CH:30][C:31]=3[F:33])[N:26]=[CH:25][N:24]=2)=[CH:16][CH:15]=1, predict the reaction product. The product is: [F:33][C:31]1[CH:30]=[CH:29][C:28]([F:34])=[C:27]2[C:32]=1[C:23]([NH:22][CH2:21][CH2:20][C:17]1[CH:16]=[CH:15][C:14]([O:13][C:12]3[CH:11]=[CH:10][N:9]=[C:8]([C:36]([F:39])([F:37])[F:38])[CH:7]=3)=[CH:19][CH:18]=1)=[N:24][CH:25]=[N:26]2. (2) Given the reactants [C:1]1([C:13]2[C:14](=[O:30])[N:15]([CH3:29])[C:16](=[O:28])[C:17]=2[C:18]2[C:26]3[C:21](=[CH:22][CH:23]=[CH:24][CH:25]=3)[N:20]([CH3:27])[CH:19]=2)[C:11]2=[C:12]3[C:7](=[CH:8][CH:9]=[CH:10]2)[CH2:6][CH2:5][CH2:4][N:3]3[CH:2]=1.[H][H].C1(C)C=CC=CC=1, predict the reaction product. The product is: [C:1]1([C@H:13]2[C@@H:17]([C:18]3[C:26]4[C:21](=[CH:22][CH:23]=[CH:24][CH:25]=4)[N:20]([CH3:27])[CH:19]=3)[C:16](=[O:28])[N:15]([CH3:29])[C:14]2=[O:30])[C:11]2=[C:12]3[C:7](=[CH:8][CH:9]=[CH:10]2)[CH2:6][CH2:5][CH2:4][N:3]3[CH:2]=1. (3) Given the reactants Cl[C:2]1[N:7]=[CH:6][N:5]=[C:4]([NH:8][C:9]2[CH:10]=[C:11]([S:15]([NH:18][CH3:19])(=[O:17])=[O:16])[CH:12]=[CH:13][CH:14]=2)[CH:3]=1.[O-]P([O-])([O-])=O.[K+].[K+].[K+].CC1(C)C2C(=C(P(C3C=CC=CC=3)C3C=CC=CC=3)C=CC=2)OC2C(P(C3C=CC=CC=3)C3C=CC=CC=3)=CC=CC1=2.[NH2:70][C:71]1[S:72][C:73]([C:76]([O:78][CH3:79])=[O:77])=[CH:74][N:75]=1, predict the reaction product. The product is: [CH3:19][NH:18][S:15]([C:11]1[CH:10]=[C:9]([NH:8][C:4]2[N:5]=[CH:6][N:7]=[C:2]([NH:70][C:71]3[S:72][C:73]([C:76]([O:78][CH3:79])=[O:77])=[CH:74][N:75]=3)[CH:3]=2)[CH:14]=[CH:13][CH:12]=1)(=[O:17])=[O:16]. (4) The product is: [CH:15]1([C:21]([C:23]2[CH:24]=[CH:25][C:26]([O:29][CH2:30][C:31]3[CH:36]=[CH:35][CH:34]=[CH:33][CH:32]=3)=[CH:27][C:28]=2[S:8][CH2:7][C:1]2[CH:6]=[CH:5][CH:4]=[CH:3][CH:2]=2)=[O:22])[CH2:20][CH2:19][CH2:18][CH2:17][CH2:16]1. Given the reactants [C:1]1([CH2:7][SH:8])[CH:6]=[CH:5][CH:4]=[CH:3][CH:2]=1.CC(C)([O-])C.[K+].[CH:15]1([C:21]([C:23]2[CH:28]=[CH:27][C:26]([O:29][CH2:30][C:31]3[CH:36]=[CH:35][CH:34]=[CH:33][CH:32]=3)=[CH:25][C:24]=2F)=[O:22])[CH2:20][CH2:19][CH2:18][CH2:17][CH2:16]1.[NH4+].[Cl-], predict the reaction product. (5) Given the reactants [CH3:1][O:2][C:3]1[CH:4]=[C:5]([S:9]([C:12]2[CH:20]=[CH:19][C:18]3[N:17]([CH3:21])[C:16]4[CH2:22][CH:23]5[NH:27][CH:26]([C:15]=4[C:14]=3[C:13]=2C(OC(C)(C)C)=O)[CH2:25][CH2:24]5)(=[O:11])=[O:10])[CH:6]=[CH:7][CH:8]=1.[ClH:35], predict the reaction product. The product is: [ClH:35].[CH3:1][O:2][C:3]1[CH:4]=[C:5]([S:9]([C:12]2[CH:13]=[C:14]3[C:18](=[CH:19][CH:20]=2)[N:17]([CH3:21])[C:16]2[CH2:22][CH:23]4[NH:27][CH:26]([C:15]3=2)[CH2:25][CH2:24]4)(=[O:11])=[O:10])[CH:6]=[CH:7][CH:8]=1.